The task is: Predict which catalyst facilitates the given reaction.. This data is from Catalyst prediction with 721,799 reactions and 888 catalyst types from USPTO. (1) Reactant: [C:1]([C:3]1[CH:4]=[C:5]([C:13]2[O:17][N:16]=[C:15]([C:18]3[CH:36]=[CH:35][C:21]4[CH2:22][CH2:23][N:24]([CH2:27][C:28]([O:30]C(C)(C)C)=[O:29])[CH2:25][CH2:26][C:20]=4[C:19]=3[CH3:37])[N:14]=2)[CH:6]=[CH:7][C:8]=1[O:9][CH:10]([CH3:12])[CH3:11])#[N:2].[F:38][C:39]([F:44])([F:43])[C:40]([OH:42])=[O:41]. Product: [F:38][C:39]([F:44])([F:43])[C:40]([OH:42])=[O:41].[C:1]([C:3]1[CH:4]=[C:5]([C:13]2[O:17][N:16]=[C:15]([C:18]3[CH:36]=[CH:35][C:21]4[CH2:22][CH2:23][N:24]([CH2:27][C:28]([OH:30])=[O:29])[CH2:25][CH2:26][C:20]=4[C:19]=3[CH3:37])[N:14]=2)[CH:6]=[CH:7][C:8]=1[O:9][CH:10]([CH3:12])[CH3:11])#[N:2]. The catalyst class is: 2. (2) Reactant: Cl.[NH2:2][C:3]1[C:4]([C:13]([NH:15][C@:16]([CH:22]2[CH2:27][CH2:26][CH2:25][CH2:24][CH2:23]2)([C:18]([O:20][CH3:21])=[O:19])[CH3:17])=[O:14])=[CH:5][C:6]2[C:11]([CH:12]=1)=[CH:10][CH:9]=[CH:8][CH:7]=2.[N:28]([C:31]1[C:36]([CH3:37])=[CH:35][C:34]([CH3:38])=[CH:33][C:32]=1[CH3:39])=[C:29]=[O:30].CCCCCC.C(OCC)(=O)C. Product: [CH:22]1([C@@:16]([C:18]([O:20][CH3:21])=[O:19])([CH3:17])[NH:15][C:13]([C:4]2[C:3]([NH:2][C:29]([NH:28][C:31]3[C:32]([CH3:39])=[CH:33][C:34]([CH3:38])=[CH:35][C:36]=3[CH3:37])=[O:30])=[CH:12][C:11]3[C:6](=[CH:7][CH:8]=[CH:9][CH:10]=3)[CH:5]=2)=[O:14])[CH2:23][CH2:24][CH2:25][CH2:26][CH2:27]1. The catalyst class is: 17. (3) Reactant: [F:1][CH:2]([F:11])[C:3](=[O:10])[CH2:4][C:5]([O:7][CH2:8][CH3:9])=[O:6].[BH4-].[Na+]. Product: [F:1][CH:2]([F:11])[CH:3]([OH:10])[CH2:4][C:5]([O:7][CH2:8][CH3:9])=[O:6]. The catalyst class is: 93. (4) Reactant: [NH2:1][C:2]1[N:6]([C:7]2[CH:8]=[C:9]([S:13]([NH:16][CH2:17][CH2:18][O:19][CH3:20])(=[O:15])=[O:14])[CH:10]=[CH:11][CH:12]=2)[N:5]=[C:4]([C:21]([CH3:24])([CH3:23])[CH3:22])[CH:3]=1.C(=O)([O-])[O-].[Na+].[Na+].[C:31]1([O:37][C:38](Cl)=[O:39])[CH:36]=[CH:35][CH:34]=[CH:33][CH:32]=1.C(OCC)(=O)C. Product: [C:31]1([O:37][C:38](=[O:39])[NH:1][C:2]2[N:6]([C:7]3[CH:12]=[CH:11][CH:10]=[C:9]([S:13](=[O:14])(=[O:15])[NH:16][CH2:17][CH2:18][O:19][CH3:20])[CH:8]=3)[N:5]=[C:4]([C:21]([CH3:24])([CH3:23])[CH3:22])[CH:3]=2)[CH:36]=[CH:35][CH:34]=[CH:33][CH:32]=1. The catalyst class is: 1.